From a dataset of Full USPTO retrosynthesis dataset with 1.9M reactions from patents (1976-2016). Predict the reactants needed to synthesize the given product. (1) Given the product [CH3:1][O:2][C:3]([NH:5][C@@H:6]([CH:10]([CH3:12])[CH3:11])[C:7]([O:9][N:14]1[C:18](=[O:19])[CH2:17][CH2:16][C:15]1=[O:20])=[O:8])=[O:4], predict the reactants needed to synthesize it. The reactants are: [CH3:1][O:2][C:3]([NH:5][C@@H:6]([CH:10]([CH3:12])[CH3:11])[C:7]([OH:9])=[O:8])=[O:4].O[N:14]1[C:18](=[O:19])[CH2:17][CH2:16][C:15]1=[O:20].C(N=C=NC(C)C)(C)C. (2) Given the product [C:1]([N:5]1[CH2:26][CH2:25][CH2:24][CH2:23][C:8]2[CH:9]=[C:10]3[C:19]4[CH:18]=[C:17]([F:43])[C:16]([O:21][CH3:22])=[CH:15][C:14]=4[CH2:13][CH2:12][N:11]3[C:7]=2[C:6]1=[O:27])([CH3:4])([CH3:3])[CH3:2], predict the reactants needed to synthesize it. The reactants are: [C:1]([N:5]1[CH2:26][CH2:25][CH2:24][CH2:23][C:8]2[CH:9]=[C:10]3[C:19]4[CH:18]=[C:17](Br)[C:16]([O:21][CH3:22])=[CH:15][C:14]=4[CH2:13][CH2:12][N:11]3[C:7]=2[C:6]1=[O:27])([CH3:4])([CH3:3])[CH3:2].C([Li])CCC.C1C=CC(S(N(S(C2C=CC=CC=2)(=O)=O)[F:43])(=O)=O)=CC=1.O.